Dataset: Catalyst prediction with 721,799 reactions and 888 catalyst types from USPTO. Task: Predict which catalyst facilitates the given reaction. (1) Reactant: C(OC([NH:8][C:9]1[CH:14]=[CH:13][C:12]([F:15])=[CH:11][C:10]=1[NH:16][C:17]([C:19]1[CH:20]=[N:21][C:22]2[C:27]([CH:28]=1)=[CH:26][CH:25]=[C:24]([N:29]1[CH2:34][CH2:33][N:32](C(OC(C)(C)C)=O)[CH2:31][CH2:30]1)[CH:23]=2)=[O:18])=O)(C)(C)C.C(O)(C(F)(F)F)=O. Product: [NH2:8][C:9]1[CH:14]=[CH:13][C:12]([F:15])=[CH:11][C:10]=1[NH:16][C:17]([C:19]1[CH:20]=[N:21][C:22]2[C:27]([CH:28]=1)=[CH:26][CH:25]=[C:24]([N:29]1[CH2:34][CH2:33][NH:32][CH2:31][CH2:30]1)[CH:23]=2)=[O:18]. The catalyst class is: 2. (2) Reactant: [CH:1]([C:3]1[C:4]([C:11]2[CH:16]=[CH:15][C:14]([O:17][CH:18]([CH3:20])[CH3:19])=[C:13]([CH3:21])[CH:12]=2)=[N:5][N:6]([CH3:10])[C:7]=1[O:8][CH3:9])=O.C[SiH](C)C. Product: [CH3:10][N:6]1[C:7]([O:8][CH3:9])=[C:3]([CH3:1])[C:4]([C:11]2[CH:16]=[CH:15][C:14]([O:17][CH:18]([CH3:19])[CH3:20])=[C:13]([CH3:21])[CH:12]=2)=[N:5]1. The catalyst class is: 55. (3) Reactant: [C:1]1([CH3:13])[CH:6]=[CH:5][C:4]([C:7]2[CH2:11][CH2:10][C:9](=[O:12])[CH:8]=2)=[CH:3][CH:2]=1.[BH4-].[Na+]. Product: [C:1]1([CH3:13])[CH:2]=[CH:3][C:4]([C:7]2[CH2:11][CH2:10][CH:9]([OH:12])[CH:8]=2)=[CH:5][CH:6]=1. The catalyst class is: 8. (4) Reactant: [OH-].[Na+].[CH:3]1([C:6]2[CH:11]=[C:10]([CH2:12][N:13]3[CH2:16][C:15]4([CH2:20][C:19]([N:21]5[CH2:26][CH2:25][CH:24]([C:27]([O:29]CC)=[O:28])[CH2:23][CH2:22]5)=[N:18][O:17]4)[CH2:14]3)[C:9]([O:32][CH3:33])=[CH:8][C:7]=2[C:34]2[CH:39]=[CH:38][C:37]([F:40])=[CH:36][CH:35]=2)[CH2:5][CH2:4]1.Cl. Product: [CH:3]1([C:6]2[CH:11]=[C:10]([CH2:12][N:13]3[CH2:16][C:15]4([CH2:20][C:19]([N:21]5[CH2:22][CH2:23][CH:24]([C:27]([OH:29])=[O:28])[CH2:25][CH2:26]5)=[N:18][O:17]4)[CH2:14]3)[C:9]([O:32][CH3:33])=[CH:8][C:7]=2[C:34]2[CH:39]=[CH:38][C:37]([F:40])=[CH:36][CH:35]=2)[CH2:5][CH2:4]1. The catalyst class is: 8.